Dataset: CYP2D6 inhibition data for predicting drug metabolism from PubChem BioAssay. Task: Regression/Classification. Given a drug SMILES string, predict its absorption, distribution, metabolism, or excretion properties. Task type varies by dataset: regression for continuous measurements (e.g., permeability, clearance, half-life) or binary classification for categorical outcomes (e.g., BBB penetration, CYP inhibition). Dataset: cyp2d6_veith. (1) The molecule is C[C@H](Oc1ccccc1)C(=O)N[C@@H]1C(=O)N2[C@@H](C(=O)[O-])C(C)(C)S[C@H]12.[K+]. The result is 0 (non-inhibitor). (2) The drug is COc1cc2nc(N3CCN(C(=O)[C@H]4COc5ccccc5O4)CC3)nc(N)c2cc1OC.CS(=O)(=O)O. The result is 0 (non-inhibitor). (3) The molecule is C[N+]1(CCC[N+]2(C)C[C@@H]3[C@@H]4C=C[C@@H](CC4)[C@H]3C2)CCOCC1. The result is 0 (non-inhibitor). (4) The drug is NC(N)=NC(=O)c1nc(Cl)c(N)nc1N. The result is 0 (non-inhibitor). (5) The drug is CCOC(=O)c1cnc2cc(-c3ccc(C)cc3)nn2c1-c1ccccc1. The result is 0 (non-inhibitor). (6) The drug is COc1ccc(CNc2ncnc3ccc(-c4cccnc4)cc23)c(OC)c1. The result is 1 (inhibitor).